Dataset: Full USPTO retrosynthesis dataset with 1.9M reactions from patents (1976-2016). Task: Predict the reactants needed to synthesize the given product. (1) Given the product [O:34]=[C:29]1[C:30]2[C:26](=[C:25](/[N:24]=[CH:1]/[C:3]3[CH:4]=[CH:5][C:6]([CH:9]4[CH2:13][CH2:12][CH2:11][N:10]4[C:14]([O:16][CH2:17][C:18]4[CH:23]=[CH:22][CH:21]=[CH:20][CH:19]=4)=[O:15])=[CH:7][CH:8]=3)[CH:33]=[CH:32][CH:31]=2)[CH2:27][O:28]1, predict the reactants needed to synthesize it. The reactants are: [CH:1]([C:3]1[CH:8]=[CH:7][C:6]([CH:9]2[CH2:13][CH2:12][CH2:11][N:10]2[C:14]([O:16][CH2:17][C:18]2[CH:23]=[CH:22][CH:21]=[CH:20][CH:19]=2)=[O:15])=[CH:5][CH:4]=1)=O.[NH2:24][C:25]1[CH:33]=[CH:32][CH:31]=[C:30]2[C:26]=1[CH2:27][O:28][C:29]2=[O:34].[O-]S([O-])(=O)=O.[Mg+2]. (2) Given the product [CH3:19][C:20]1[CH:28]=[CH:27][CH:26]=[C:25]2[C:21]=1[C:22](=[CH:30][NH:18][C:15]1[CH:14]=[CH:13][C:12]([O:11][CH2:10][CH2:9][CH2:8][CH2:7][N:1]3[CH2:2][CH2:3][CH2:4][CH2:5][CH2:6]3)=[CH:17][CH:16]=1)[C:23](=[O:29])[NH:24]2, predict the reactants needed to synthesize it. The reactants are: [N:1]1([CH2:7][CH2:8][CH2:9][CH2:10][O:11][C:12]2[CH:17]=[CH:16][C:15]([NH2:18])=[CH:14][CH:13]=2)[CH2:6][CH2:5][CH2:4][CH2:3][CH2:2]1.[CH3:19][C:20]1[CH:28]=[CH:27][CH:26]=[C:25]2[C:21]=1[C:22](=[CH:30]O)[C:23](=[O:29])[NH:24]2. (3) Given the product [Cl:6][C:7]1[N:8]=[C:9]([N:15]2[CH2:20][CH2:19][O:18][CH2:17][C@@H:16]2[CH3:21])[CH:10]=[C:11]([CH2:13][S:2]([CH3:1])(=[O:4])=[O:3])[N:12]=1, predict the reactants needed to synthesize it. The reactants are: [CH3:1][S:2]([OH:4])=[O:3].[Na].[Cl:6][C:7]1[N:12]=[C:11]([CH2:13]I)[CH:10]=[C:9]([N:15]2[CH2:20][CH2:19][O:18][CH2:17][C@@H:16]2[CH3:21])[N:8]=1. (4) Given the product [NH2:11][C:12]1[CH:20]=[CH:19][C:15]([C:16]2[NH:10][C:4]3[CH:3]=[C:2]([CH3:1])[C:7]([CH3:8])=[CH:6][C:5]=3[N:9]=2)=[C:14]([OH:21])[CH:13]=1, predict the reactants needed to synthesize it. The reactants are: [CH3:1][C:2]1[CH:3]=[C:4]([NH2:10])[C:5]([NH2:9])=[CH:6][C:7]=1[CH3:8].[NH2:11][C:12]1[CH:20]=[CH:19][C:15]([C:16](O)=O)=[C:14]([OH:21])[CH:13]=1.O. (5) Given the product [CH:1]1([C:6]2[CH:7]=[CH:8][C:9]([C:10]([O:12][C:13]([CH3:14])([CH3:15])[CH3:16])=[O:11])=[CH:17][CH:18]=2)[CH2:2][CH2:3][CH2:4][CH2:5]1, predict the reactants needed to synthesize it. The reactants are: [C:1]1([C:6]2[CH:18]=[CH:17][C:9]([C:10]([O:12][C:13]([CH3:16])([CH3:15])[CH3:14])=[O:11])=[CH:8][CH:7]=2)[CH2:5][CH2:4][CH2:3][CH:2]=1. (6) Given the product [Br:3][C:4]1[N:5]=[C:6]([CH2:10][O:14][CH2:13][C:12]([O:16][CH3:17])=[O:15])[CH:7]=[CH:8][CH:9]=1, predict the reactants needed to synthesize it. The reactants are: [H-].[Na+].[Br:3][C:4]1[CH:9]=[CH:8][CH:7]=[C:6]([CH2:10]Br)[N:5]=1.[C:12]([O:16][CH3:17])(=[O:15])[CH2:13][OH:14]. (7) Given the product [Br:1][C:2]1[CH:7]=[CH:6][CH:5]=[CH:4][C:3]=1[CH2:8][C:9]([O:13][CH3:12])([O:11][CH3:21])[CH3:10], predict the reactants needed to synthesize it. The reactants are: [Br:1][C:2]1[CH:7]=[CH:6][CH:5]=[CH:4][C:3]=1[CH2:8][C:9](=[O:11])[CH3:10].[CH:12](OC)(OC)[O:13]C.Cl.O1CCOC[CH2:21]1.CCN(C(C)C)C(C)C. (8) Given the product [O:1]1[CH2:2][CH2:3][N:4]([C:7]2[CH:12]=[CH:11][CH:10]=[CH:9][C:8]=2[NH:13][C:14]2[N:23]=[CH:22][C:21]3[C:16](=[CH:17][CH:18]=[C:19]([O:24][C:25]4[CH:30]=[CH:29][N:28]=[C:27]([C:31]([OH:33])=[O:32])[CH:26]=4)[CH:20]=3)[N:15]=2)[CH2:5][CH2:6]1, predict the reactants needed to synthesize it. The reactants are: [O:1]1[CH2:6][CH2:5][N:4]([C:7]2[CH:12]=[CH:11][CH:10]=[CH:9][C:8]=2[NH:13][C:14]2[N:23]=[CH:22][C:21]3[C:16](=[CH:17][CH:18]=[C:19]([O:24][C:25]4[CH:30]=[CH:29][N:28]=[C:27]([C:31]([O:33]CCCC)=[O:32])[CH:26]=4)[CH:20]=3)[N:15]=2)[CH2:3][CH2:2]1.FC(F)(F)C(O)=O.